Predict the reactants needed to synthesize the given product. From a dataset of Full USPTO retrosynthesis dataset with 1.9M reactions from patents (1976-2016). (1) The reactants are: [F:1][C:2]1[CH:3]=[N:4][CH:5]=[C:6]([CH:11]=1)[C:7](Cl)=[N:8][OH:9].[C:12]([C:14]1[CH:19]=[C:18]([O:20][CH3:21])[CH:17]=[C:16]([O:22][CH3:23])[CH:15]=1)#[CH:13].N. Given the product [CH3:23][O:22][C:16]1[CH:15]=[C:14]([C:12]2[O:9][N:8]=[C:7]([C:6]3[CH:5]=[N:4][CH:3]=[C:2]([F:1])[CH:11]=3)[CH:13]=2)[CH:19]=[C:18]([O:20][CH3:21])[CH:17]=1, predict the reactants needed to synthesize it. (2) Given the product [Br:1][C@H:8]([CH2:12][C:13]1[CH:18]=[CH:17][CH:16]=[CH:15][CH:14]=1)[C:9]([OH:11])=[O:10], predict the reactants needed to synthesize it. The reactants are: [Br-:1].[Li+].CS(O[C@@H:8]([CH2:12][C:13]1[CH:18]=[CH:17][CH:16]=[CH:15][CH:14]=1)[C:9]([OH:11])=[O:10])(=O)=O.C1(C)C=CC=CC=1. (3) Given the product [N+:27]([C:26]1[C:21]([C:6]2[CH:11]=[CH:10][CH:9]=[CH:8][N:7]=2)=[N:22][CH:23]=[CH:24][C:25]=1[NH2:30])([O-:29])=[O:28], predict the reactants needed to synthesize it. The reactants are: C([Sn](CCCC)(CCCC)[C:6]1[CH:11]=[CH:10][CH:9]=[CH:8][N:7]=1)CCC.Cl[C:21]1[C:26]([N+:27]([O-:29])=[O:28])=[C:25]([NH2:30])[CH:24]=[CH:23][N:22]=1. (4) The reactants are: [Cl:1][C:2]1[CH:11]=[C:10]2[C:5]([C:6]([N:12]3[CH2:17][CH2:16][NH:15][CH2:14][CH2:13]3)=[CH:7][CH:8]=[N:9]2)=[CH:4][CH:3]=1.C(N(C(C)C)CC)(C)C.[F:27][C:28]([F:39])([F:38])[C:29]1[CH:34]=[CH:33][C:32]([N:35]=[C:36]=[O:37])=[CH:31][CH:30]=1. Given the product [Cl:1][C:2]1[CH:11]=[C:10]2[C:5]([C:6]([N:12]3[CH2:17][CH2:16][N:15]([C:36]([NH:35][C:32]4[CH:31]=[CH:30][C:29]([C:28]([F:27])([F:38])[F:39])=[CH:34][CH:33]=4)=[O:37])[CH2:14][CH2:13]3)=[CH:7][CH:8]=[N:9]2)=[CH:4][CH:3]=1, predict the reactants needed to synthesize it. (5) Given the product [Cl:18][CH2:19][CH2:11][N:8]1[CH2:7][CH2:6][CH:5]([S:2]([CH3:1])(=[O:3])=[O:4])[CH2:10][CH2:9]1, predict the reactants needed to synthesize it. The reactants are: [CH3:1][S:2]([CH:5]1[CH2:10][CH2:9][N:8]([C:11](OC(C)(C)C)=O)[CH2:7][CH2:6]1)(=[O:4])=[O:3].[ClH:18].[CH2:19]1COCC1.